This data is from Reaction yield outcomes from USPTO patents with 853,638 reactions. The task is: Predict the reaction yield, written as a fraction of the theoretical maximum amount of product (1.0 means a 100% yield; for example, 0.34 means a 34% yield). (1) The reactants are [S:1]1[C:5]([NH:6][C:7](=O)OC(C)(C)C)=[CH:4][C:3]2[CH2:14][CH2:15][CH2:16][C:2]1=2.FC(F)(F)C(O)=O.C(OC=[C:28]1[C:33](=[O:34])[O:32][C:31]([CH3:36])([CH3:35])[O:30][C:29]1=[O:37])C. The catalyst is C(Cl)Cl. The product is [S:1]1[C:5]([NH:6][CH:7]=[C:28]2[C:33](=[O:34])[O:32][C:31]([CH3:36])([CH3:35])[O:30][C:29]2=[O:37])=[CH:4][C:3]2[CH2:14][CH2:15][CH2:16][C:2]1=2. The yield is 0.920. (2) The reactants are [Br:1][C:2]1[CH:3]=[C:4]2[C:11]3([C:15](=[O:16])[N:14]([CH3:17])[C:13](SC)=[N:12]3)[CH2:10][CH:9]([C:20]3[CH:25]=[CH:24][CH:23]=[C:22]([O:26][CH3:27])[CH:21]=3)[O:8][C:5]2=[CH:6][CH:7]=1.[NH4+:28].[I-].N.CCO. No catalyst specified. The product is [NH2:28][C:13]1[N:14]([CH3:17])[C:15](=[O:16])[C:11]2([C:4]3[C:5](=[CH:6][CH:7]=[C:2]([Br:1])[CH:3]=3)[O:8][CH:9]([C:20]3[CH:25]=[CH:24][CH:23]=[C:22]([O:26][CH3:27])[CH:21]=3)[CH2:10]2)[N:12]=1. The yield is 0.800. (3) The reactants are [C:1]1([C:15]2[CH:20]=[CH:19][CH:18]=[CH:17][CH:16]=2)[CH:6]=[CH:5][CH:4]=[C:3]([C:7]2([CH2:13][NH2:14])[CH2:12][CH2:11][O:10][CH2:9][CH2:8]2)[CH:2]=1.[F:21][C:22]([F:38])([F:37])[C:23]1[O:27][N:26]=[C:25]([C:28]2[CH:29]=[N:30][CH:31]=[C:32]([CH:36]=2)[C:33](O)=[O:34])[N:24]=1. No catalyst specified. The product is [C:1]1([C:15]2[CH:20]=[CH:19][CH:18]=[CH:17][CH:16]=2)[CH:6]=[CH:5][CH:4]=[C:3]([C:7]2([CH2:13][NH:14][C:33](=[O:34])[C:32]3[CH:36]=[C:28]([C:25]4[N:24]=[C:23]([C:22]([F:38])([F:37])[F:21])[O:27][N:26]=4)[CH:29]=[N:30][CH:31]=3)[CH2:8][CH2:9][O:10][CH2:11][CH2:12]2)[CH:2]=1. The yield is 0.480. (4) The reactants are C([Si]([O:8][CH2:9][C:10]1[CH:15]=[C:14]([N+:16]([O-:18])=[O:17])[CH:13]=[CH:12][C:11]=1[N:19]=[C:20]=S)(C)C)(C)(C)C.[CH3:22][C:23]1[O:27][C:26]([CH2:28][NH2:29])=[CH:25][CH:24]=1. No catalyst specified. The product is [CH3:22][C:23]1[O:27][C:26]([CH2:28][NH:29][C:20]2[O:8][CH2:9][C:10]3[CH:15]=[C:14]([N+:16]([O-:18])=[O:17])[CH:13]=[CH:12][C:11]=3[N:19]=2)=[CH:25][CH:24]=1. The yield is 0.790. (5) The reactants are Cl[C:2](=[O:8])[C:3]([O:5][CH2:6][CH3:7])=[O:4].[Br-].[F:10][C:11]1[CH:18]=[CH:17][C:14]([CH2:15][Zn+])=[CH:13][CH:12]=1. The catalyst is O1CCCC1.Cl[Pd](Cl)([P](C1C=CC=CC=1)(C1C=CC=CC=1)C1C=CC=CC=1)[P](C1C=CC=CC=1)(C1C=CC=CC=1)C1C=CC=CC=1. The product is [F:10][C:11]1[CH:18]=[CH:17][C:14]([CH2:15][C:2](=[O:8])[C:3]([O:5][CH2:6][CH3:7])=[O:4])=[CH:13][CH:12]=1. The yield is 0.340. (6) The reactants are [CH3:1][O:2][C:3]([CH:5]1[C:10]([CH3:12])([CH3:11])[S:9][CH2:8][CH2:7][N:6]1[S:13]([C:16]1[CH:21]=[CH:20][C:19]([OH:22])=[CH:18][CH:17]=1)(=[O:15])=[O:14])=[O:4].[O:23]1[CH2:28][CH2:27][CH2:26][CH2:25][CH:24]1[O:29][CH2:30][CH2:31][C:32]#[C:33][CH2:34]O.C1(P(C2C=CC=CC=2)C2C=CC=CC=2)C=CC=CC=1.N(C(OCC)=O)=NC(OCC)=O. The catalyst is C1COCC1.C(OCC)(=O)C. The product is [CH3:11][C:10]1([CH3:12])[S:9][CH2:8][CH2:7][N:6]([S:13]([C:16]2[CH:17]=[CH:18][C:19]([O:22][CH2:34][C:33]#[C:32][CH2:31][CH2:30][O:29][CH:24]3[CH2:25][CH2:26][CH2:27][CH2:28][O:23]3)=[CH:20][CH:21]=2)(=[O:15])=[O:14])[CH:5]1[C:3]([O:2][CH3:1])=[O:4]. The yield is 0.620. (7) The catalyst is CN(C)C1C=CN=CC=1.ClCCl.C(O)(=O)CC(CC(O)=O)(C(O)=O)O. The reactants are [O:1]=[C:2]1[C:10]2([C:14]3=[CH:15][C:16]4[CH2:20][CH2:19][O:18][C:17]=4[CH:21]=[C:13]3[O:12][CH2:11]2)[C:9]2[C:4](=[CH:5][CH:6]=[CH:7][CH:8]=2)[N:3]1[CH2:22][C:23]1[CH:24]=[C:25]([CH:29]=[CH:30][CH:31]=1)[C:26](Cl)=[O:27].[CH:32]1([CH2:38][NH2:39])[CH2:37][CH2:36][CH2:35][CH2:34][CH2:33]1.C(N(CC)CC)C. The product is [CH:32]1([CH2:38][NH:39][C:26](=[O:27])[C:25]2[CH:29]=[CH:30][CH:31]=[C:23]([CH2:22][N:3]3[C:4]4[C:9](=[CH:8][CH:7]=[CH:6][CH:5]=4)[C:10]4([CH2:11][O:12][C:13]5[CH:21]=[C:17]6[C:16](=[CH:15][C:14]4=5)[CH2:20][CH2:19][O:18]6)[C:2]3=[O:1])[CH:24]=2)[CH2:37][CH2:36][CH2:35][CH2:34][CH2:33]1. The yield is 0.650.